Dataset: Catalyst prediction with 721,799 reactions and 888 catalyst types from USPTO. Task: Predict which catalyst facilitates the given reaction. (1) Reactant: [NH2:1][C:2]1[C:11]2[C:6](=[CH:7][C:8]([C:12]([NH:14][CH:15]3[CH2:17][CH2:16]3)=[O:13])=[CH:9][CH:10]=2)[C:5](Cl)=[CH:4][N:3]=1.[CH3:19][N:20]1[CH:24]=[C:23]([C:25]2[CH:30]=[CH:29][C:28](B3OC(C)(C)C(C)(C)O3)=[CH:27][CH:26]=2)[CH:22]=[N:21]1.CC([O-])=O.[K+].CN(C)C=O. Product: [CH:15]1([NH:14][C:12]([C:8]2[CH:7]=[C:6]3[C:11](=[CH:10][CH:9]=2)[C:2]([NH2:1])=[N:3][CH:4]=[C:5]3[C:28]2[CH:27]=[CH:26][C:25]([C:23]3[CH:22]=[N:21][N:20]([CH3:19])[CH:24]=3)=[CH:30][CH:29]=2)=[O:13])[CH2:17][CH2:16]1. The catalyst class is: 6. (2) Reactant: [Na].[Cl:2][C:3]1[CH:19]=[CH:18][C:6]([NH:7][S:8]([C:11]2[CH:16]=[CH:15][C:14]([CH3:17])=[CH:13][CH:12]=2)(=[O:10])=[O:9])=[C:5]([N+:20]([O-:22])=[O:21])[CH:4]=1.S(OCC)(O[CH2:27][CH3:28])(=O)=O.[OH-].[Na+]. Product: [Cl:2][C:3]1[CH:19]=[CH:18][C:6]([N:7]([CH2:27][CH3:28])[S:8]([C:11]2[CH:12]=[CH:13][C:14]([CH3:17])=[CH:15][CH:16]=2)(=[O:10])=[O:9])=[C:5]([N+:20]([O-:22])=[O:21])[CH:4]=1. The catalyst class is: 3. (3) Reactant: [F:1][C:2]1[CH:3]=[CH:4][C:5]([O:27][CH3:28])=[C:6]([C:8]2[CH:13]=[CH:12][N:11]=[C:10]3[N:14]([S:18]([C:21]4[CH:26]=[CH:25][CH:24]=[CH:23][CH:22]=4)(=[O:20])=[O:19])[C:15](I)=[CH:16][C:9]=23)[CH:7]=1.[CH3:29][C:30]1([CH3:47])[CH2:35][C:34](B2OC(C)(C)C(C)(C)O2)=[CH:33][C:32]([CH3:46])([CH3:45])[NH:31]1.C(=O)(O)[O-].[Na+]. Product: [F:1][C:2]1[CH:3]=[CH:4][C:5]([O:27][CH3:28])=[C:6]([C:8]2[CH:13]=[CH:12][N:11]=[C:10]3[N:14]([S:18]([C:21]4[CH:26]=[CH:25][CH:24]=[CH:23][CH:22]=4)(=[O:20])=[O:19])[C:15]([C:34]4[CH2:33][C:32]([CH3:46])([CH3:45])[NH:31][C:30]([CH3:47])([CH3:29])[CH:35]=4)=[CH:16][C:9]=23)[CH:7]=1. The catalyst class is: 427. (4) Reactant: [NH2:1][C@H:2]([C:7]([OH:9])=[O:8])[C:3]([CH3:6])([CH3:5])[CH3:4].[C:10](O[C:10]([O:12][C:13]([CH3:16])([CH3:15])[CH3:14])=[O:11])([O:12][C:13]([CH3:16])([CH3:15])[CH3:14])=[O:11].CN1CCOCC1.C([O-])(O)=O.[Na+]. Product: [C:13]([O:12][C:10]([NH:1][CH:2]([C:3]([CH3:6])([CH3:5])[CH3:4])[C:7]([OH:9])=[O:8])=[O:11])([CH3:16])([CH3:15])[CH3:14]. The catalyst class is: 38. (5) Reactant: Br[CH2:2][CH:3]1[CH2:8][CH2:7][CH2:6][CH2:5][CH2:4]1.[O:9]=[CH:10][C:11]1[CH:19]=[CH:18][C:16]([OH:17])=[C:13]([O:14][CH3:15])[CH:12]=1.C(=O)([O-])[O-].[K+].[K+]. Product: [CH:3]1([CH2:2][O:17][C:16]2[CH:18]=[CH:19][C:11]([CH:10]=[O:9])=[CH:12][C:13]=2[O:14][CH3:15])[CH2:8][CH2:7][CH2:6][CH2:5][CH2:4]1. The catalyst class is: 14.